Dataset: Forward reaction prediction with 1.9M reactions from USPTO patents (1976-2016). Task: Predict the product of the given reaction. Given the reactants [C:1]([CH:4]([C:20](=[O:23])[CH2:21][CH3:22])[CH2:5][C:6]([C:8]1[CH:9]=[C:10]2[C:15](=[CH:16][CH:17]=1)[O:14][C:13]([CH3:19])([CH3:18])[CH2:12][CH2:11]2)=O)(=O)[CH3:2].[NH2:24][C:25]1[CH:30]=[CH:29][C:28]([S:31]([NH2:34])(=[O:33])=[O:32])=[CH:27][CH:26]=1.N, predict the reaction product. The product is: [CH3:19][C:13]1([CH3:18])[CH2:12][CH2:11][C:10]2[C:15](=[CH:16][CH:17]=[C:8]([C:6]3[N:24]([C:25]4[CH:30]=[CH:29][C:28]([S:31]([NH2:34])(=[O:32])=[O:33])=[CH:27][CH:26]=4)[C:1]([CH3:2])=[C:4]([C:20](=[O:23])[CH2:21][CH3:22])[CH:5]=3)[CH:9]=2)[O:14]1.